This data is from NCI-60 drug combinations with 297,098 pairs across 59 cell lines. The task is: Regression. Given two drug SMILES strings and cell line genomic features, predict the synergy score measuring deviation from expected non-interaction effect. (1) Drug 2: C1CC(C1)(C(=O)O)C(=O)O.[NH2-].[NH2-].[Pt+2]. Cell line: NCI-H522. Synergy scores: CSS=14.1, Synergy_ZIP=-5.73, Synergy_Bliss=-4.45, Synergy_Loewe=-3.20, Synergy_HSA=-3.95. Drug 1: CC1C(C(=O)NC(C(=O)N2CCCC2C(=O)N(CC(=O)N(C(C(=O)O1)C(C)C)C)C)C(C)C)NC(=O)C3=C4C(=C(C=C3)C)OC5=C(C(=O)C(=C(C5=N4)C(=O)NC6C(OC(=O)C(N(C(=O)CN(C(=O)C7CCCN7C(=O)C(NC6=O)C(C)C)C)C)C(C)C)C)N)C. (2) Drug 1: CCCS(=O)(=O)NC1=C(C(=C(C=C1)F)C(=O)C2=CNC3=C2C=C(C=N3)C4=CC=C(C=C4)Cl)F. Drug 2: C1CNP(=O)(OC1)N(CCCl)CCCl. Cell line: SK-MEL-5. Synergy scores: CSS=17.7, Synergy_ZIP=-6.05, Synergy_Bliss=-6.27, Synergy_Loewe=-25.7, Synergy_HSA=-6.56. (3) Drug 1: C1CC(=O)NC(=O)C1N2CC3=C(C2=O)C=CC=C3N. Drug 2: CC1=C(C(=O)C2=C(C1=O)N3CC4C(C3(C2COC(=O)N)OC)N4)N. Cell line: A498. Synergy scores: CSS=27.3, Synergy_ZIP=-0.966, Synergy_Bliss=6.77, Synergy_Loewe=6.15, Synergy_HSA=6.16.